This data is from Full USPTO retrosynthesis dataset with 1.9M reactions from patents (1976-2016). The task is: Predict the reactants needed to synthesize the given product. (1) The reactants are: COC1C=CC(C[N:8]2[C:12]([N:13](CC3C=CC(OC)=CC=3)[CH3:14])=[N:11][C:10]([NH:24][C:25]3[CH:32]=[CH:31][C:28]([C:29]#[N:30])=[C:27]([C:33]([F:36])([F:35])[F:34])[CH:26]=3)=[N:9]2)=CC=1.C(O)(C(F)(F)F)=O. Given the product [CH3:14][NH:13][C:12]1[NH:8][N:9]=[C:10]([NH:24][C:25]2[CH:32]=[CH:31][C:28]([C:29]#[N:30])=[C:27]([C:33]([F:36])([F:34])[F:35])[CH:26]=2)[N:11]=1, predict the reactants needed to synthesize it. (2) Given the product [CH2:8]([C@H:7]1[CH2:15][NH:6]1)[C:9]1[CH:14]=[CH:13][CH:12]=[CH:11][CH:10]=1, predict the reactants needed to synthesize it. The reactants are: S(=O)(=O)(O)O.[NH2:6][C@H:7]([CH2:15]O)[CH2:8][C:9]1[CH:14]=[CH:13][CH:12]=[CH:11][CH:10]=1. (3) Given the product [N:23]1[CH:28]=[CH:27][C:26]([CH2:29][CH2:30][NH:31][C:20]([C:8]2[C:9](=[O:19])[NH:10][C:11]3[C:6]([CH:7]=2)=[CH:5][CH:4]=[C:3]([O:2][CH3:1])[C:12]=3[O:13][CH2:14][CH2:15][CH2:16][CH2:17][CH3:18])=[O:22])=[CH:25][CH:24]=1, predict the reactants needed to synthesize it. The reactants are: [CH3:1][O:2][C:3]1[C:12]([O:13][CH2:14][CH2:15][CH2:16][CH2:17][CH3:18])=[C:11]2[C:6]([CH:7]=[C:8]([C:20]([OH:22])=O)[C:9](=[O:19])[NH:10]2)=[CH:5][CH:4]=1.[N:23]1[CH:28]=[CH:27][C:26]([CH2:29][CH2:30][NH2:31])=[CH:25][CH:24]=1.O.ON1C2C=CC=CC=2N=N1.C(=O)([O-])O.[Na+]. (4) Given the product [Cl:26][S:27]([C:15]1[CH:16]=[CH:17][C:12]([S:11][C:10]2[C:9]3[CH2:8][C:7]([CH3:19])([CH3:18])[CH2:6][CH2:5][C:4]=3[N:3]([CH2:20][C:21]([O:23][CH2:24][CH3:25])=[O:22])[C:2]=2[CH3:1])=[CH:13][CH:14]=1)(=[O:29])=[O:28], predict the reactants needed to synthesize it. The reactants are: [CH3:1][C:2]1[N:3]([CH2:20][C:21]([O:23][CH2:24][CH3:25])=[O:22])[C:4]2[CH2:5][CH2:6][C:7]([CH3:19])([CH3:18])[CH2:8][C:9]=2[C:10]=1[S:11][C:12]1[CH:17]=[CH:16][CH:15]=[CH:14][CH:13]=1.[Cl:26][S:27](O)(=[O:29])=[O:28].C(OCC)(=O)C.